Dataset: Full USPTO retrosynthesis dataset with 1.9M reactions from patents (1976-2016). Task: Predict the reactants needed to synthesize the given product. Given the product [ClH:20].[NH2:4][C:5]1([CH2:14][C:15]([OH:17])=[O:16])[CH2:6][C:7]2[C:12](=[CH:11][CH:10]=[CH:9][CH:8]=2)[CH2:13]1, predict the reactants needed to synthesize it. The reactants are: C([NH:4][C:5]1([CH2:14][C:15]([O:17]CC)=[O:16])[CH2:13][C:12]2[C:7](=[CH:8][CH:9]=[CH:10][CH:11]=2)[CH2:6]1)(=O)C.[ClH:20].